This data is from Forward reaction prediction with 1.9M reactions from USPTO patents (1976-2016). The task is: Predict the product of the given reaction. Given the reactants [C:1]([O:5][C@@H:6]([C:12]1[C:37]([CH3:38])=[CH:36][C:15]2[N:16]=[C:17]([C:19]3[CH:24]=[CH:23][N:22]=[C:21]([C:25]4[CH:26]=[N:27][C:28]5[N:29]([N:31]=[CH:32][C:33]=5[CH2:34][CH3:35])[CH:30]=4)[CH:20]=3)[S:18][C:14]=2[C:13]=1[C:39]1[CH:44]=[CH:43][C:42]([Cl:45])=[CH:41][CH:40]=1)[C:7]([O:9]CC)=[O:8])([CH3:4])([CH3:3])[CH3:2].[I-].[Li+], predict the reaction product. The product is: [C:1]([O:5][C@@H:6]([C:12]1[C:37]([CH3:38])=[CH:36][C:15]2[N:16]=[C:17]([C:19]3[CH:24]=[CH:23][N:22]=[C:21]([C:25]4[CH:26]=[N:27][C:28]5[N:29]([N:31]=[CH:32][C:33]=5[CH2:34][CH3:35])[CH:30]=4)[CH:20]=3)[S:18][C:14]=2[C:13]=1[C:39]1[CH:40]=[CH:41][C:42]([Cl:45])=[CH:43][CH:44]=1)[C:7]([OH:9])=[O:8])([CH3:2])([CH3:3])[CH3:4].